From a dataset of Catalyst prediction with 721,799 reactions and 888 catalyst types from USPTO. Predict which catalyst facilitates the given reaction. (1) Reactant: [CH2:1]([O:3][C:4]1[CH:5]=[C:6]([CH:25]=[C:26]([O:29][CH2:30][CH3:31])[C:27]=1[F:28])[CH2:7][N:8]1[CH2:13][CH2:12][CH:11]([NH:14][C:15]2[O:16][C:17]3[C:23]([NH2:24])=[CH:22][CH:21]=[CH:20][C:18]=3[N:19]=2)[CH2:10][CH2:9]1)[CH3:2].C(N(C(C)C)C(C)C)C.[CH3:41][N:42]1[CH:46]=[C:45]([S:47](Cl)(=[O:49])=[O:48])[N:44]=[CH:43]1. Product: [CH2:1]([O:3][C:4]1[CH:5]=[C:6]([CH:25]=[C:26]([O:29][CH2:30][CH3:31])[C:27]=1[F:28])[CH2:7][N:8]1[CH2:13][CH2:12][CH:11]([NH:14][C:15]2[O:16][C:17]3[C:23]([NH:24][S:47]([C:45]4[N:44]=[CH:43][N:42]([CH3:41])[CH:46]=4)(=[O:49])=[O:48])=[CH:22][CH:21]=[CH:20][C:18]=3[N:19]=2)[CH2:10][CH2:9]1)[CH3:2]. The catalyst class is: 2. (2) Reactant: Br[C:2]1[CH:11]=[CH:10][C:9]([N+:12]([O-:14])=[O:13])=[C:8]2[C:3]=1[CH2:4][CH2:5][N:6]([CH3:15])[CH2:7]2.[Cl:16][C:17]1[CH:22]=[CH:21][C:20](B(O)O)=[CH:19][CH:18]=1.C(=O)([O-])[O-].[Na+].[Na+].COCCOC. Product: [Cl:16][C:17]1[CH:22]=[CH:21][C:20]([C:2]2[CH:11]=[CH:10][C:9]([N+:12]([O-:14])=[O:13])=[C:8]3[C:3]=2[CH2:4][CH2:5][N:6]([CH3:15])[CH2:7]3)=[CH:19][CH:18]=1. The catalyst class is: 6. (3) Reactant: [F:1][C:2]1[CH:10]=[C:9]([C:11]2[NH:15][N:14]=[N:13][N:12]=2)[CH:8]=[CH:7][C:3]=1[C:4]([OH:6])=[O:5].[CH3:16]O. Product: [CH3:16][O:5][C:4](=[O:6])[C:3]1[CH:7]=[CH:8][C:9]([C:11]2[NH:15][N:14]=[N:13][N:12]=2)=[CH:10][C:2]=1[F:1]. The catalyst class is: 309. (4) Product: [CH:2]1([O:12][C:11]2[CH:10]=[C:9]([CH:17]=[CH:16][C:13]=2[O:14][CH3:15])[CH:8]=[O:7])[CH2:6][CH2:5][CH2:4][CH2:3]1. The catalyst class is: 14. Reactant: Br[CH:2]1[CH2:6][CH2:5][CH2:4][CH2:3]1.[O:7]=[CH:8][C:9]1[CH:17]=[CH:16][C:13]([O:14][CH3:15])=[C:11]([OH:12])[CH:10]=1.C(=O)([O-])[O-].[K+].[K+].